Dataset: hERG potassium channel inhibition data for cardiac toxicity prediction from Karim et al.. Task: Regression/Classification. Given a drug SMILES string, predict its toxicity properties. Task type varies by dataset: regression for continuous values (e.g., LD50, hERG inhibition percentage) or binary classification for toxic/non-toxic outcomes (e.g., AMES mutagenicity, cardiotoxicity, hepatotoxicity). Dataset: herg_karim. (1) The drug is Cc1nnc2ccc(N3CC[C@H](c4cc(F)c(F)cc4F)[C@@H](N)C3)nn12.O=C(O)C(F)(F)F. The result is 0 (non-blocker). (2) The drug is Cc1ncoc1-c1nnc(SCCCN2CC3CC3(c3ccc(Cl)cc3)C2)n1C. The result is 1 (blocker). (3) The molecule is CN(C)CCCOc1ccc(CN2CCC(NC(=O)c3cc(=O)c4ccc(F)cc4o3)CC2)cc1F. The result is 0 (non-blocker). (4) The drug is CN(C/C=C/c1ccc(Br)cc1)Cc1ccc2c(c1)OCCC2.Cl. The result is 1 (blocker). (5) The compound is O=C(c1cc(Cl)c(O)cc1OC[C@@H](O)CN1CCC2(CC1)Cc1cc(Cl)ccc1O2)N1CC[C@H](O)C1. The result is 1 (blocker). (6) The compound is O=P(c1ccccc1)(c1ccccc1)N(c1cccnc1)c1cccnc1. The result is 0 (non-blocker). (7) The molecule is CN[C@@H](CC#N)[C@@H]1CCN(c2c(F)cc3c(=O)c(C(=O)O)cn4c3c2OC[C@@H]4C)C1. The result is 0 (non-blocker).